The task is: Predict the product of the given reaction.. This data is from Forward reaction prediction with 1.9M reactions from USPTO patents (1976-2016). (1) Given the reactants [O:1]=[C:2]1[NH:7][CH:6]=[CH:5][N:4]([S:8]([C:11]2[CH:17]=[CH:16][C:14]([CH3:15])=[CH:13][CH:12]=2)(=[O:10])=[O:9])[C@@H:3]1[CH2:18][C:19](O)=[O:20].[NH2:22][CH:23]1[CH2:28][CH2:27][N:26]([C:29]([O:31][C:32]([CH3:35])([CH3:34])[CH3:33])=[O:30])[CH2:25][C:24]1([CH3:37])[CH3:36].ON1C2C=CC=CC=2N=N1.Cl.CN(C)CCCN=C=NCC, predict the reaction product. The product is: [CH3:36][C:24]1([CH3:37])[CH:23]([NH:22][C:19](=[O:20])[CH2:18][C@@H:3]2[C:2](=[O:1])[NH:7][CH:6]=[CH:5][N:4]2[S:8]([C:11]2[CH:12]=[CH:13][C:14]([CH3:15])=[CH:16][CH:17]=2)(=[O:10])=[O:9])[CH2:28][CH2:27][N:26]([C:29]([O:31][C:32]([CH3:35])([CH3:34])[CH3:33])=[O:30])[CH2:25]1. (2) The product is: [Cl:24][C:22]1[CH:23]=[C:5]([N:4]([CH2:1][CH2:2][CH3:3])[CH:26]2[CH2:31][CH2:30][O:29][CH2:28][CH2:27]2)[C:6]([CH3:25])=[C:7]([CH:21]=1)[C:8]([NH:10][CH2:11][C:12]1[C:13](=[O:20])[NH:14][C:15]([CH3:19])=[CH:16][C:17]=1[CH3:18])=[O:9]. Given the reactants [CH2:1]([N:4]([CH:26]1[CH2:31][CH2:30][O:29][CH2:28][CH2:27]1)[C:5]1[C:6]([CH3:25])=[C:7]([CH:21]=[C:22]([Cl:24])[CH:23]=1)[C:8]([NH:10][CH2:11][C:12]1[C:13](=[O:20])[NH:14][C:15]([CH3:19])=[CH:16][C:17]=1[CH3:18])=[O:9])[CH:2]=[CH2:3], predict the reaction product. (3) Given the reactants [C:1]([O:5][C:6]([N:8]([CH2:24][CH2:25][C:26]1[CH:31]=[CH:30][CH:29]=[CH:28][C:27]=1[OH:32])[CH:9]1[CH2:18][CH2:17][CH2:16][C:15]2[N:14]=[C:13]([C:19]([O:21][CH2:22][CH3:23])=[O:20])[CH:12]=[CH:11][C:10]1=2)=[O:7])([CH3:4])([CH3:3])[CH3:2].Cl[CH2:34][C:35]1[CH:40]=[CH:39][C:38]([CH2:41][CH2:42][C:43]2[CH:48]=[CH:47][C:46]([C:49]([F:52])([F:51])[F:50])=[CH:45][CH:44]=2)=[CH:37][CH:36]=1.C(=O)([O-])[O-].[K+].[K+], predict the reaction product. The product is: [C:1]([O:5][C:6]([N:8]([CH2:24][CH2:25][C:26]1[CH:31]=[CH:30][CH:29]=[CH:28][C:27]=1[O:32][CH2:34][C:35]1[CH:36]=[CH:37][C:38]([CH2:41][CH2:42][C:43]2[CH:48]=[CH:47][C:46]([C:49]([F:50])([F:51])[F:52])=[CH:45][CH:44]=2)=[CH:39][CH:40]=1)[CH:9]1[CH2:18][CH2:17][CH2:16][C:15]2[N:14]=[C:13]([C:19]([O:21][CH2:22][CH3:23])=[O:20])[CH:12]=[CH:11][C:10]1=2)=[O:7])([CH3:2])([CH3:3])[CH3:4]. (4) Given the reactants Cl.[F:2][C:3]([F:8])([F:7])[CH2:4][CH2:5][NH2:6].[N:9]([C:12]1[CH:20]=[CH:19][C:15]([C:16](O)=[O:17])=[CH:14][CH:13]=1)=[N+:10]=[N-:11].C1C=CC2N(O)N=NC=2C=1.CCN(C(C)C)C(C)C, predict the reaction product. The product is: [N:9]([C:12]1[CH:13]=[CH:14][C:15]([C:16]([NH:6][CH2:5][CH2:4][C:3]([F:8])([F:7])[F:2])=[O:17])=[CH:19][CH:20]=1)=[N+:10]=[N-:11].